From a dataset of Buchwald-Hartwig C-N cross coupling reaction yields with 55,370 reactions. Predict the reaction yield, written as a fraction of the theoretical maximum amount of product (1.0 means a 100% yield; for example, 0.34 means a 34% yield). The product is CCc1ccc(Nc2ccc(C)cc2)cc1. The yield is 0.0903. The reactants are CCc1ccc(Cl)cc1.Cc1ccc(N)cc1.O=S(=O)(O[Pd]1c2ccccc2-c2ccccc2N~1)C(F)(F)F.COc1ccc(OC)c(P(C(C)(C)C)C(C)(C)C)c1-c1c(C(C)C)cc(C(C)C)cc1C(C)C.CN1CCCN2CCCN=C12.c1ccc(-c2ccon2)cc1. No catalyst specified.